This data is from Catalyst prediction with 721,799 reactions and 888 catalyst types from USPTO. The task is: Predict which catalyst facilitates the given reaction. (1) Reactant: [Li]CCCC.[Cl-].[CH3:7][O:8][CH2:9][P+](C1C=CC=CC=1)(C1C=CC=CC=1)C1C=CC=CC=1.[CH2:29]([O:36][C:37](=[O:54])[CH2:38][CH2:39][CH:40]1[C:45](=O)[CH2:44][CH2:43][N:42]([C:47]([O:49][C:50]([CH3:53])([CH3:52])[CH3:51])=[O:48])[CH2:41]1)[C:30]1[CH:35]=[CH:34][CH:33]=[CH:32][CH:31]=1. Product: [C:50]([O:49][C:47]([N:42]1[CH2:43][CH2:44][C:45](=[CH:7][O:8][CH3:9])[CH:40]([CH2:39][CH2:38][C:37]([O:36][CH2:29][C:30]2[CH:35]=[CH:34][CH:33]=[CH:32][CH:31]=2)=[O:54])[CH2:41]1)=[O:48])([CH3:53])([CH3:52])[CH3:51]. The catalyst class is: 1. (2) Reactant: [CH3:1][O:2][C:3]1[CH:8]=[C:7]([O:9][CH3:10])[CH:6]=[CH:5][C:4]=1[CH2:11][NH2:12].[Br:13][C:14]1[CH:15]=[C:16]([C:22](OC)=[O:23])[N:17]([CH2:19][CH2:20]Br)[CH:18]=1. Product: [Br:13][C:14]1[CH:15]=[C:16]2[C:22](=[O:23])[N:12]([CH2:11][C:4]3[CH:5]=[CH:6][C:7]([O:9][CH3:10])=[CH:8][C:3]=3[O:2][CH3:1])[CH2:20][CH2:19][N:17]2[CH:18]=1. The catalyst class is: 16. (3) Reactant: [O-]CC.[Na+].C1(C)C=CC(S([O-])(=O)=O)=CC=1.[CH2:16]([O:18][C:19]([CH:21]([C:35]([O:37][CH2:38][CH3:39])=[O:36])[C:22]([C:28]1[CH:33]=[CH:32][C:31]([F:34])=[CH:30][CH:29]=1)([CH3:27])[CH2:23][S+](C)C)=[O:20])[CH3:17]. Product: [CH2:16]([O:18][C:19]([C:21]1([C:35]([O:37][CH2:38][CH3:39])=[O:36])[CH2:23][C:22]1([C:28]1[CH:33]=[CH:32][C:31]([F:34])=[CH:30][CH:29]=1)[CH3:27])=[O:20])[CH3:17]. The catalyst class is: 8. (4) Reactant: [F:1][C:2]1[CH:7]=[C:6]([F:8])[C:5]([NH:9][C:10](=[O:14])[CH:11]([CH3:13])[CH3:12])=[CH:4][C:3]=1[CH:15]1[CH2:20][CH2:19][N:18](C(OC(C)(C)C)=O)[CH2:17][CH2:16]1.Cl. Product: [F:8][C:6]1[CH:7]=[C:2]([F:1])[C:3]([CH:15]2[CH2:16][CH2:17][NH:18][CH2:19][CH2:20]2)=[CH:4][C:5]=1[NH:9][C:10](=[O:14])[CH:11]([CH3:12])[CH3:13]. The catalyst class is: 12. (5) Reactant: [CH2:1]1[C:11]2=[C:12]3[C:7](=[CH:8][CH:9]=[CH:10]2)[CH:6]=[CH:5][CH:4]=[C:3]3[CH2:2]1.[CH3:13][N:14]([CH3:18])[C:15](Cl)=[O:16].[Al+3].[Cl-].[Cl-].[Cl-].Cl. Product: [CH3:13][N:14]([CH3:18])[C:15]([C:8]1[C:7]2=[C:12]3[C:11]([CH2:1][CH2:2][C:3]3=[CH:4][CH:5]=[C:6]2[C:15]([N:14]([CH3:18])[CH3:13])=[O:16])=[CH:10][CH:9]=1)=[O:16]. The catalyst class is: 159. (6) Reactant: [F:1][C:2]1[CH:3]=[C:4]([CH:16]=[C:17]([F:19])[CH:18]=1)[CH2:5][N:6]1[C:14]2[C:9](=[CH:10][CH:11]=[C:12]([NH2:15])[CH:13]=2)[CH:8]=[CH:7]1.[N+:20]([C:23]1[CH:28]=[CH:27][CH:26]=[CH:25][C:24]=1[S:29]Cl)([O-:22])=[O:21]. Product: [F:1][C:2]1[CH:3]=[C:4]([CH:16]=[C:17]([F:19])[CH:18]=1)[CH2:5][N:6]1[C:14]2[C:9](=[CH:10][CH:11]=[C:12]([NH2:15])[CH:13]=2)[C:8]([S:29][C:24]2[CH:25]=[CH:26][CH:27]=[CH:28][C:23]=2[N+:20]([O-:22])=[O:21])=[CH:7]1. The catalyst class is: 2. (7) Reactant: Cl.[C:2]1([C:8]2[O:9][C:10]3[CH2:11][NH:12][CH2:13][CH2:14][C:15]=3[N:16]=2)[CH:7]=[CH:6][CH:5]=[CH:4][CH:3]=1.Cl[C:18]1[CH:23]=[N:22][CH:21]=[CH:20][N:19]=1.CCN(C(C)C)C(C)C. Product: [C:2]1([C:8]2[O:9][C:10]3[CH2:11][N:12]([C:18]4[CH:23]=[N:22][CH:21]=[CH:20][N:19]=4)[CH2:13][CH2:14][C:15]=3[N:16]=2)[CH:3]=[CH:4][CH:5]=[CH:6][CH:7]=1. The catalyst class is: 3.